This data is from Forward reaction prediction with 1.9M reactions from USPTO patents (1976-2016). The task is: Predict the product of the given reaction. (1) Given the reactants CS([C:5]1[N:10]=[C:9]([N:11]2[C:15]([NH2:16])=[N:14][C:13]([NH:17][C:18]3[CH:23]=[CH:22][CH:21]=[CH:20][CH:19]=3)=[N:12]2)[CH:8]=[C:7]([NH:24][C:25]2[CH:30]=[CH:29][CH:28]=[CH:27][CH:26]=2)[N:6]=1)(=O)=O.[OH-:31].[Na+], predict the reaction product. The product is: [NH2:16][C:15]1[N:11]([C:9]2[CH:8]=[C:7]([NH:24][C:25]3[CH:30]=[CH:29][CH:28]=[CH:27][CH:26]=3)[NH:6][C:5](=[O:31])[N:10]=2)[N:12]=[C:13]([NH:17][C:18]2[CH:23]=[CH:22][CH:21]=[CH:20][CH:19]=2)[N:14]=1. (2) Given the reactants [NH2:1][C:2]1[C:12]2[CH2:11][CH2:10][N:9](C(OC(C)(C)C)=O)[CH2:8][CH2:7][C:6]=2[CH:5]=[CH:4][C:3]=1[OH:20].[C:21](Cl)(=O)[CH2:22][CH3:23].N1C=CC=CC=1.C(O)(C(F)(F)F)=O, predict the reaction product. The product is: [CH2:22]([C:23]1[O:20][C:3]2[CH:4]=[CH:5][C:6]3[CH2:7][CH2:8][NH:9][CH2:10][CH2:11][C:12]=3[C:2]=2[N:1]=1)[CH3:21].